The task is: Binary Classification. Given a drug SMILES string, predict its activity (active/inactive) in a high-throughput screening assay against a specified biological target.. This data is from Choline transporter screen with 302,306 compounds. The drug is O=C(N1CCN(CC1)C(=O)c1occc1)c1noc(c1)c1ccccc1. The result is 0 (inactive).